Dataset: Forward reaction prediction with 1.9M reactions from USPTO patents (1976-2016). Task: Predict the product of the given reaction. (1) Given the reactants C[O:2][C:3](=[O:28])[C:4]1[CH:9]=[C:8]([Br:10])[CH:7]=[C:6]([CH3:11])[C:5]=1[N:12]([CH3:27])[S:13]([C:16]1[CH:21]=[CH:20][C:19]([O:22][CH:23]([CH3:26])[C:24]#[CH:25])=[CH:18][CH:17]=1)(=[O:15])=[O:14].[OH-].[Na+], predict the reaction product. The product is: [Br:10][C:8]1[CH:7]=[C:6]([CH3:11])[C:5]([N:12]([CH3:27])[S:13]([C:16]2[CH:21]=[CH:20][C:19]([O:22][CH:23]([CH3:26])[C:24]#[CH:25])=[CH:18][CH:17]=2)(=[O:15])=[O:14])=[C:4]([CH:9]=1)[C:3]([OH:28])=[O:2]. (2) The product is: [F:1][C:2]1[CH:7]=[C:6]([F:8])[CH:5]=[CH:4][C:3]=1[CH:9]([C:11]1[C:12]([CH3:25])=[N:13][N:14]([CH3:24])[C:15]=1[C:16]1[CH:21]=[CH:20][C:19]([F:22])=[CH:18][C:17]=1[F:23])[OH:10]. Given the reactants [F:1][C:2]1[CH:7]=[C:6]([F:8])[CH:5]=[CH:4][C:3]=1[C:9]([C:11]1[C:12]([CH3:25])=[N:13][N:14]([CH3:24])[C:15]=1[C:16]1[CH:21]=[CH:20][C:19]([F:22])=[CH:18][C:17]=1[F:23])=[O:10].[BH4-].[Na+], predict the reaction product. (3) Given the reactants C[O:2][C:3]([C:5]1[N:13]=[CH:12][N:11]=[C:10]2[C:6]=1[N:7]=[CH:8][N:9]2[C:14]1[CH:19]=[CH:18][C:17]([NH:20][C:21]([NH:23][C:24]2[CH:29]=[CH:28][C:27]([Cl:30])=[C:26]([C:31]([F:34])([F:33])[F:32])[CH:25]=2)=[O:22])=[CH:16][CH:15]=1)=[O:4].[OH-].[Na+].Cl, predict the reaction product. The product is: [Cl:30][C:27]1[CH:28]=[CH:29][C:24]([NH:23][C:21](=[O:22])[NH:20][C:17]2[CH:18]=[CH:19][C:14]([N:9]3[CH:8]=[N:7][C:6]4[C:10]3=[N:11][CH:12]=[N:13][C:5]=4[C:3]([OH:4])=[O:2])=[CH:15][CH:16]=2)=[CH:25][C:26]=1[C:31]([F:34])([F:32])[F:33]. (4) Given the reactants [C:1]1([CH2:7][N:8]2[CH2:14][CH2:13][CH2:12][C:11](=O)[CH2:10][CH2:9]2)[CH:6]=[CH:5][CH:4]=[CH:3][CH:2]=1.C1(C)C=CC(S([CH2:25][N+:26]#[C-])(=O)=O)=CC=1.CC(C)([O-])C.[K+], predict the reaction product. The product is: [C:1]1([CH2:7][N:8]2[CH2:14][CH2:13][CH2:12][CH:11]([C:25]#[N:26])[CH2:10][CH2:9]2)[CH:6]=[CH:5][CH:4]=[CH:3][CH:2]=1. (5) Given the reactants [NH:1]1[C:9]2[C:4](=[CH:5][C:6]([S:10](Cl)(=[O:12])=[O:11])=[CH:7][CH:8]=2)[CH:3]=[N:2]1.Cl.[N:15]1([CH2:21][CH:22]([N:26]2[CH:30]=[C:29]([C:31]3[C:32]4[CH:39]=[CH:38][N:37](COCC[Si](C)(C)C)[C:33]=4[N:34]=[CH:35][N:36]=3)[CH:28]=[N:27]2)[CH2:23][C:24]#[N:25])[CH2:20][CH2:19][NH:18][CH2:17][CH2:16]1.C(N(CC)CC)C, predict the reaction product. The product is: [NH:1]1[C:9]2[C:4](=[CH:5][C:6]([S:10]([N:18]3[CH2:17][CH2:16][N:15]([CH2:21][CH:22]([N:26]4[CH:30]=[C:29]([C:31]5[C:32]6[CH:39]=[CH:38][NH:37][C:33]=6[N:34]=[CH:35][N:36]=5)[CH:28]=[N:27]4)[CH2:23][C:24]#[N:25])[CH2:20][CH2:19]3)(=[O:12])=[O:11])=[CH:7][CH:8]=2)[CH:3]=[N:2]1. (6) Given the reactants [N:1]1([CH2:8][CH2:9][CH2:10][CH2:11][CH2:12][CH2:13][C:14]2[C:18]3[N:19]=[C:20]([CH2:35][CH2:36][CH2:37][CH3:38])[N:21]=[C:22]([NH:23]CC4C=CC(OC)=CC=4OC)[C:17]=3[NH:16][N:15]=2)[CH2:7][CH2:6][CH2:5][CH2:4][CH2:3][CH2:2]1.FC(F)(F)C(O)=O, predict the reaction product. The product is: [N:1]1([CH2:8][CH2:9][CH2:10][CH2:11][CH2:12][CH2:13][C:14]2[C:18]3[N:19]=[C:20]([CH2:35][CH2:36][CH2:37][CH3:38])[N:21]=[C:22]([NH2:23])[C:17]=3[NH:16][N:15]=2)[CH2:2][CH2:3][CH2:4][CH2:5][CH2:6][CH2:7]1.